Dataset: Retrosynthesis with 50K atom-mapped reactions and 10 reaction types from USPTO. Task: Predict the reactants needed to synthesize the given product. (1) Given the product C#CCOc1cc(-n2c(=O)cc(C(F)(F)F)n3ccnc23)c(F)cc1C#N, predict the reactants needed to synthesize it. The reactants are: C#CCBr.N#Cc1cc(F)c(-n2c(=O)cc(C(F)(F)F)n3ccnc23)cc1O. (2) Given the product CCOC(=O)C1(c2ccc(-c3ccc(C(C)=O)cc3)cc2)CC1, predict the reactants needed to synthesize it. The reactants are: CC(=O)Cl.CCOC(=O)C1(c2ccc(-c3ccccc3)cc2)CC1.